Dataset: Full USPTO retrosynthesis dataset with 1.9M reactions from patents (1976-2016). Task: Predict the reactants needed to synthesize the given product. (1) The reactants are: [NH2:1][C:2]1[C:19]([O:20][CH3:21])=[CH:18][C:17]2[C@@H:16]3[C@H:7]([C@H:8]4[C@@:12]([CH2:14][CH2:15]3)([CH3:13])[C:11](=[CH2:22])[CH2:10][CH2:9]4)[CH2:6][CH2:5][C:4]=2[CH:3]=1.[CH3:23]C(C)(C)C(C(OC(C(=O)C(C)(C)C)=O)=O)=O. Given the product [NH2:1][C:2]1[C:19]([O:20][CH2:21][CH3:23])=[CH:18][C:17]2[C@@H:16]3[C@H:7]([C@H:8]4[C@@:12]([CH2:14][CH2:15]3)([CH3:13])[C:11](=[CH2:22])[CH2:10][CH2:9]4)[CH2:6][CH2:5][C:4]=2[CH:3]=1, predict the reactants needed to synthesize it. (2) Given the product [O:31]1[CH2:35][CH2:34][CH:33]([CH2:36][O:11][CH2:12][CH2:13][O:14][CH:15]2[CH2:16][CH2:17][NH:18][CH2:19][CH2:20]2)[CH2:32]1, predict the reactants needed to synthesize it. The reactants are: CC1C=CC(S([O:11][CH2:12][CH2:13][O:14][CH:15]2[CH2:20][CH2:19][N:18](C(OCC3C=CC=CC=3)=O)[CH2:17][CH2:16]2)(=O)=O)=CC=1.[O:31]1[CH2:35][CH2:34][CH:33]([CH2:36]O)[CH2:32]1. (3) Given the product [F:31][C:2]([F:1])([F:30])[C:3]1[CH:4]=[C:5]([S:9]([N:12]2[CH2:13][CH2:14][CH:15]([O:18][NH2:19])[CH2:16][CH2:17]2)(=[O:11])=[O:10])[CH:6]=[CH:7][CH:8]=1, predict the reactants needed to synthesize it. The reactants are: [F:1][C:2]([F:31])([F:30])[C:3]1[CH:4]=[C:5]([S:9]([N:12]2[CH2:17][CH2:16][CH:15]([O:18][N:19]3C(=O)C4C(=CC=CC=4)C3=O)[CH2:14][CH2:13]2)(=[O:11])=[O:10])[CH:6]=[CH:7][CH:8]=1.O.NN. (4) Given the product [C:4]([CH:5]([CH2:15][C:16]([C:18]1[CH:23]=[CH:22][CH:21]=[CH:20][C:19]=1[N+:24]([O-:26])=[O:25])=[O:17])[C:6]([O:8][C:9]([CH3:12])([CH3:11])[CH3:10])=[O:7])(=[O:3])[CH3:13], predict the reactants needed to synthesize it. The reactants are: [H-].[Na+].[O:3]=[C:4]([CH3:13])[CH2:5][C:6]([O:8][C:9]([CH3:12])([CH3:11])[CH3:10])=[O:7].Br[CH2:15][C:16]([C:18]1[CH:23]=[CH:22][CH:21]=[CH:20][C:19]=1[N+:24]([O-:26])=[O:25])=[O:17]. (5) Given the product [N:36]1[CH:37]=[CH:38][CH:39]=[C:34]([C:2]2[N:3]=[CH:4][C:5]3[CH:6]=[CH:7][C:8]4[C:17]5[C:16](=[O:18])[NH:15][CH2:14][CH2:13][CH2:12][C:11]=5[NH:10][C:9]=4[C:19]=3[CH:20]=2)[CH:35]=1, predict the reactants needed to synthesize it. The reactants are: Cl[C:2]1[N:3]=[CH:4][C:5]2[CH:6]=[CH:7][C:8]3[C:17]4[C:16](=[O:18])[NH:15][CH2:14][CH2:13][CH2:12][C:11]=4[NH:10][C:9]=3[C:19]=2[CH:20]=1.CCCC[Sn]([C:34]1[CH:39]=[CH:38][CH:37]=[N:36][CH:35]=1)(CCCC)CCCC. (6) Given the product [Br:1][C:2]1[CH:15]=[CH:14][C:13]2[C:4](=[CH:5][C:6]3[C:11]([CH:12]=2)=[CH:10][C:9]([Br:17])=[CH:8][CH:7]=3)[CH:3]=1, predict the reactants needed to synthesize it. The reactants are: [Br:1][C:2]1[CH:15]=[CH:14][C:13]2[C:12](=O)[C:11]3[C:6](=[CH:7][CH:8]=[C:9]([Br:17])[CH:10]=3)[C:5](=O)[C:4]=2[CH:3]=1.[OH-].[Na+]. (7) Given the product [Br:1][C:2]1[CH:3]=[N:4][C:5]([O:11][CH3:12])=[C:6]([CH:10]=1)[C:7](=[NH:9])[O:8][CH3:18], predict the reactants needed to synthesize it. The reactants are: [Br:1][C:2]1[CH:3]=[N:4][C:5]([O:11][CH3:12])=[C:6]([CH:10]=1)[C:7]([NH2:9])=[O:8].F[B-](F)(F)F.[CH3:18][O+](C)C. (8) Given the product [CH3:19][O:18][C:16]1[C:15]2[CH:14]3[CH2:20][CH2:21][CH:11]([CH2:12][CH2:13]3)[C:10]=2[C:8]2[O:9][CH:5]([CH2:4][NH2:1])[CH2:6][C:7]=2[CH:17]=1, predict the reactants needed to synthesize it. The reactants are: [N:1]([CH2:4][CH:5]1[O:9][C:8]2[C:10]3[CH:11]4[CH2:21][CH2:20][CH:14]([C:15]=3[C:16]([O:18][CH3:19])=[CH:17][C:7]=2[CH2:6]1)[CH2:13][CH2:12]4)=[N+]=[N-]. (9) Given the product [Br:11][C:8]1[CH:7]=[CH:6][C:5]([OH:10])=[C:4]([CH:1]([CH3:3])[CH3:2])[CH:9]=1, predict the reactants needed to synthesize it. The reactants are: [CH:1]([C:4]1[CH:9]=[CH:8][CH:7]=[CH:6][C:5]=1[OH:10])([CH3:3])[CH3:2].[Br:11]Br.C([O-])(O)=O.[Na+]. (10) Given the product [Cl:1][C:2]1[N:7]=[C:6]([N:22]2[CH2:23][CH2:24][C@H:20]([NH:19][C:17](=[O:18])[O:16][C:12]([CH3:14])([CH3:13])[CH3:15])[CH2:21]2)[CH:5]=[C:4]([CH2:9][CH2:10][CH3:11])[N:3]=1, predict the reactants needed to synthesize it. The reactants are: [Cl:1][C:2]1[N:7]=[C:6](Cl)[CH:5]=[C:4]([CH2:9][CH2:10][CH3:11])[N:3]=1.[C:12]([O:16][C:17]([NH:19][C@H:20]1[CH2:24][CH2:23][NH:22][CH2:21]1)=[O:18])([CH3:15])([CH3:14])[CH3:13].